Dataset: Catalyst prediction with 721,799 reactions and 888 catalyst types from USPTO. Task: Predict which catalyst facilitates the given reaction. (1) Reactant: [CH3:1][O:2][C:3]1[CH:4]=[C:5]([NH:11][C:12]2[C:13]3[N:38]=[CH:37][S:36][C:14]=3[N:15]=[C:16]([C:18]3[CH:19]=[C:20]([CH:33]=[CH:34][CH:35]=3)/[CH:21]=[CH:22]/[C:23]3[CH:32]=[CH:31][C:26]([C:27]([O:29]C)=[O:28])=[CH:25][CH:24]=3)[N:17]=2)[CH:6]=[CH:7][C:8]=1[O:9][CH3:10].[OH-].[Na+].Cl. Product: [CH3:1][O:2][C:3]1[CH:4]=[C:5]([NH:11][C:12]2[C:13]3[N:38]=[CH:37][S:36][C:14]=3[N:15]=[C:16]([C:18]3[CH:19]=[C:20]([CH:33]=[CH:34][CH:35]=3)/[CH:21]=[CH:22]/[C:23]3[CH:32]=[CH:31][C:26]([C:27]([OH:29])=[O:28])=[CH:25][CH:24]=3)[N:17]=2)[CH:6]=[CH:7][C:8]=1[O:9][CH3:10]. The catalyst class is: 38. (2) Product: [Cl:1][C:2]1[CH:3]=[C:4]([CH3:25])[C:5]2[N:6]([N:9]=[C:10]([CH2:12][CH2:13][C:14]3[N:18]([CH3:19])[N:17]=[C:16]([N:20]4[CH2:24][CH2:23][CH2:22][CH2:21]4)[N:15]=3)[N:11]=2)[C:7]=1[CH3:8]. Reactant: [Cl:1][C:2]1[CH:3]=[C:4]([CH3:25])[C:5]2[N:6]([N:9]=[C:10](/[CH:12]=[CH:13]/[C:14]3[N:18]([CH3:19])[N:17]=[C:16]([N:20]4[CH2:24][CH2:23][CH2:22][CH2:21]4)[N:15]=3)[N:11]=2)[C:7]=1[CH3:8]. The catalyst class is: 153. (3) Reactant: C([O:5][C:6](=[O:44])[C@@H:7]([NH:34][S:35]([C:38]1[CH:43]=[CH:42][CH:41]=[CH:40][CH:39]=1)(=[O:37])=[O:36])[CH2:8][N:9]1[CH:17]=[N:16][C:15]2[C:10]1=[N:11][CH:12]=[N:13][C:14]=2[N:18]1[CH2:23][CH2:22][CH:21]([C:24]2[CH:33]=[CH:32][C:31]3[CH2:30][CH2:29][CH2:28][NH:27][C:26]=3[N:25]=2)[CH2:20][CH2:19]1)(C)(C)C.FC(F)(F)C(O)=O. Product: [C:38]1([S:35]([NH:34][C@@H:7]([CH2:8][N:9]2[CH:17]=[N:16][C:15]3[C:10]2=[N:11][CH:12]=[N:13][C:14]=3[N:18]2[CH2:23][CH2:22][CH:21]([C:24]3[CH:33]=[CH:32][C:31]4[CH2:30][CH2:29][CH2:28][NH:27][C:26]=4[N:25]=3)[CH2:20][CH2:19]2)[C:6]([OH:44])=[O:5])(=[O:36])=[O:37])[CH:43]=[CH:42][CH:41]=[CH:40][CH:39]=1. The catalyst class is: 4. (4) Reactant: [F:1][C:2]([F:44])([F:43])[C:3]1[CH:4]=[C:5]([CH:40]=[CH:41][CH:42]=1)[CH2:6][NH:7][C:8](=[O:39])[C:9]1[CH:14]=[CH:13][N:12]=[C:11]([C:15]2[CH:20]=[C:19]([N:21]3[CH2:26][CH2:25][CH2:24][CH2:23][CH2:22]3)[CH:18]=[CH:17][C:16]=2[NH:27][C:28](=[O:38])[C:29]2([CH2:35][NH:36][CH3:37])[CH:34]=[CH:33][CH:32]=[CH:31][NH:30]2)[CH:10]=1.[O:45]1[CH2:50][CH2:49][N:48]([CH2:51][C:52]([OH:54])=O)[CH2:47][CH2:46]1.CCN=C=NCCCN(C)C.Cl. Product: [F:43][C:2]([F:1])([F:44])[C:3]1[CH:4]=[C:5]([CH:40]=[CH:41][CH:42]=1)[CH2:6][NH:7][C:8](=[O:39])[C:9]1[CH:14]=[CH:13][N:12]=[C:11]([C:15]2[CH:20]=[C:19]([N:21]3[CH2:26][CH2:25][CH2:24][CH2:23][CH2:22]3)[CH:18]=[CH:17][C:16]=2[NH:27][C:28](=[O:38])[C:29]2([CH2:35][N:36]([CH3:37])[C:52](=[O:54])[CH2:51][N:48]3[CH2:47][CH2:46][O:45][CH2:50][CH2:49]3)[CH:34]=[CH:33][CH:32]=[CH:31][NH:30]2)[CH:10]=1. The catalyst class is: 112. (5) Product: [C:10]([O:14][C:15](=[O:16])[NH:7][CH2:6][C:5]1[CH:4]=[N:3][C:2]([Cl:1])=[CH:9][CH:8]=1)([CH3:13])([CH3:12])[CH3:11]. Reactant: [Cl:1][C:2]1[CH:9]=[CH:8][C:5]([C:6]#[N:7])=[CH:4][N:3]=1.[C:10]([O:14][C:15](O[C:15]([O:14][C:10]([CH3:13])([CH3:12])[CH3:11])=[O:16])=[O:16])([CH3:13])([CH3:12])[CH3:11].[BH4-].[Na+].NCCNCCN. The catalyst class is: 652.